From a dataset of Reaction yield outcomes from USPTO patents with 853,638 reactions. Predict the reaction yield, written as a fraction of the theoretical maximum amount of product (1.0 means a 100% yield; for example, 0.34 means a 34% yield). (1) The reactants are Br[C:2]1[CH:3]=[C:4]2[C:10]([C:11]3[S:12][CH:13]=[CH:14][N:15]=3)=[CH:9][N:8](S(C3C=CC(C)=CC=3)(=O)=O)[C:5]2=[N:6][CH:7]=1.[N:26]1[CH:31]=[CH:30][CH:29]=[C:28](B(O)O)[CH:27]=1.C(#N)C.C([O-])(O)=O.[Na+]. The catalyst is C(OCC)(=O)C. The product is [N:26]1[CH:31]=[CH:30][CH:29]=[C:28]([C:2]2[CH:3]=[C:4]3[C:10]([C:11]4[S:12][CH:13]=[CH:14][N:15]=4)=[CH:9][NH:8][C:5]3=[N:6][CH:7]=2)[CH:27]=1. The yield is 0.760. (2) The reactants are [CH3:1][O:2][C:3]1[CH:4]=[C:5]([C:11](=O)[CH2:12][C:13]2[CH:18]=[CH:17][N:16]=[C:15]([Cl:19])[N:14]=2)[CH:6]=[C:7]([O:9][CH3:10])[CH:8]=1.C1C(=O)N(Br)C(=O)C1.[CH2:29]([NH:31][C:32]([NH2:34])=[S:33])[CH3:30]. The yield is 0.690. The product is [CH3:1][O:2][C:3]1[CH:4]=[C:5]([C:11]2[N:34]=[C:32]([NH:31][CH2:29][CH3:30])[S:33][C:12]=2[C:13]2[CH:18]=[CH:17][N:16]=[C:15]([Cl:19])[N:14]=2)[CH:6]=[C:7]([O:9][CH3:10])[CH:8]=1. The catalyst is C(Cl)Cl. (3) The reactants are Br[C:2]1[C:11]2[C:6](=[CH:7][C:8]([S:12]([N:15]([CH2:21][C:22]3[CH:27]=[CH:26][C:25]([O:28][CH3:29])=[CH:24][CH:23]=3)[C:16]3[S:17][CH:18]=[CH:19][N:20]=3)(=[O:14])=[O:13])=[CH:9][CH:10]=2)[CH:5]=[C:4]([Cl:30])[N:3]=1.[CH3:31][O:32][C:33]1[CH:38]=[C:37]([C:39]([F:42])([F:41])[F:40])[CH:36]=[CH:35][C:34]=1B(O)O.P([O-])([O-])([O-])=O.[K+].[K+].[K+]. The catalyst is O.O1CCOCC1. The product is [Cl:30][C:4]1[N:3]=[C:2]([C:34]2[CH:35]=[CH:36][C:37]([C:39]([F:42])([F:41])[F:40])=[CH:38][C:33]=2[O:32][CH3:31])[C:11]2[C:6]([CH:5]=1)=[CH:7][C:8]([S:12]([N:15]([CH2:21][C:22]1[CH:23]=[CH:24][C:25]([O:28][CH3:29])=[CH:26][CH:27]=1)[C:16]1[S:17][CH:18]=[CH:19][N:20]=1)(=[O:14])=[O:13])=[CH:9][CH:10]=2. The yield is 0.890. (4) The reactants are C(N(CC)CC)C.S(O)(O)(=O)=O.[CH:13]1[C:29]2[CH2:28][C@H:27]3[N:30]([CH2:32][CH2:33][C@@:19]45[C@H:26]3[CH:25]=[CH:24][C@H:22]([OH:23])[C@@H:20]4[O:21][C:17]([C:18]=25)=[C:15]([OH:16])[CH:14]=1)[CH3:31].[C:34]1(=[O:40])[O:39][C:37](=[O:38])[CH2:36][CH2:35]1.CC[OH:43].O. The catalyst is CN(C=O)C. The product is [CH:13]1[C:29]2[CH2:28][C@H:27]3[N:30]([CH2:32][CH2:33][C@@:19]45[C@H:26]3[CH:25]=[CH:24][C@H:22]([OH:23])[C@@H:20]4[O:21][C:17]([C:18]=25)=[C:15]([OH:16])[CH:14]=1)[CH3:31].[C:34]([O-:39])(=[O:40])[CH2:35][CH2:36][C:37]([O-:43])=[O:38]. The yield is 0.570. (5) The reactants are CN(C)C=O.[H-].[Na+].[Cl:8][C:9]1[CH:14]=[C:13]([O:15][C:16]2[C:25]3[C:20](=[CH:21][C:22]([O:28][CH3:29])=[C:23]([O:26][CH3:27])[CH:24]=3)[N:19]=[CH:18][N:17]=2)[CH:12]=[CH:11][C:10]=1[NH:30][C:31](=[O:42])[O:32][CH2:33][C:34]1[CH:39]=[CH:38][CH:37]=[CH:36][C:35]=1[O:40][CH3:41].[CH2:43](I)[CH3:44]. The catalyst is O. The product is [Cl:8][C:9]1[CH:14]=[C:13]([O:15][C:16]2[C:25]3[C:20](=[CH:21][C:22]([O:28][CH3:29])=[C:23]([O:26][CH3:27])[CH:24]=3)[N:19]=[CH:18][N:17]=2)[CH:12]=[CH:11][C:10]=1[N:30]([CH2:43][CH3:44])[C:31](=[O:42])[O:32][CH2:33][C:34]1[CH:39]=[CH:38][CH:37]=[CH:36][C:35]=1[O:40][CH3:41]. The yield is 0.930. (6) The reactants are C([O:9][CH:10]1[CH2:15][CH2:14][C:13]([F:17])([F:16])[CH2:12][CH2:11]1)(=O)C1C=CC=CC=1.[OH-].[Na+].C(O)C.C(OCC)(=O)C. The catalyst is O. The product is [F:16][C:13]1([F:17])[CH2:14][CH2:15][CH:10]([OH:9])[CH2:11][CH2:12]1. The yield is 0.900.